Predict the reaction yield, written as a fraction of the theoretical maximum amount of product (1.0 means a 100% yield; for example, 0.34 means a 34% yield). From a dataset of Reaction yield outcomes from USPTO patents with 853,638 reactions. (1) The reactants are [F:1][C:2]1[CH:7]=[CH:6][CH:5]=[CH:4][C:3]=1[O:8][CH3:9].[Li]C(CC)C.CN(C)[CH:17]=[O:18].Cl. The catalyst is O1CCCC1.C(OC)(C)(C)C. The product is [F:1][C:2]1[C:3]([O:8][CH3:9])=[CH:4][CH:5]=[CH:6][C:7]=1[CH:17]=[O:18]. The yield is 0.692. (2) The reactants are [OH-].[Na+].[Br:3][C:4]1[CH:5]=[C:6]([N:15]([CH:18]2[CH2:22][CH2:21][CH2:20][CH2:19]2)[CH2:16][CH3:17])[C:7]([CH3:14])=[C:8]([CH:13]=1)[C:9]([O:11]C)=O.[NH2:23][CH2:24][C:25]1[C:26](=[O:33])[NH:27][C:28]([CH3:32])=[CH:29][C:30]=1[CH3:31].C1CN([P+](ON2N=NC3C=CC=CC2=3)(N2CCCC2)N2CCCC2)CC1.F[P-](F)(F)(F)(F)F. The catalyst is C(O)C.CS(C)=O. The product is [Br:3][C:4]1[CH:5]=[C:6]([N:15]([CH:18]2[CH2:22][CH2:21][CH2:20][CH2:19]2)[CH2:16][CH3:17])[C:7]([CH3:14])=[C:8]([CH:13]=1)[C:9]([NH:23][CH2:24][C:25]1[C:26](=[O:33])[NH:27][C:28]([CH3:32])=[CH:29][C:30]=1[CH3:31])=[O:11]. The yield is 0.420. (3) The yield is 0.968. The catalyst is O1CCOCC1. The product is [C:1]1([CH:7]=[CH:8][CH:9]([OH:15])[CH3:10])[CH:6]=[CH:5][CH:4]=[CH:3][CH:2]=1. The reactants are [C:1]1([CH:7](O)[CH:8]=[CH:9][CH3:10])[CH:6]=[CH:5][CH:4]=[CH:3][CH:2]=1.Cl.CC[O:15]CC.C(=O)(O)[O-].[Na+].